This data is from Forward reaction prediction with 1.9M reactions from USPTO patents (1976-2016). The task is: Predict the product of the given reaction. (1) Given the reactants N[CH:2]([C:4]1[S:5][C:6]([CH3:9])=[CH:7][CH:8]=1)[CH3:3].[H-].[Al+3].[Li+].[H-].[H-].[H-].N(C(C1SC(C)=CC=1)C)=[N+]=[N-].CC[O:29]C(C)=O, predict the reaction product. The product is: [OH:29][CH:2]([C:4]1[S:5][C:6]([CH3:9])=[CH:7][CH:8]=1)[CH3:3]. (2) Given the reactants Br[C:2]1[CH:9]=[C:8]([C:10]([CH3:13])([CH3:12])[CH3:11])[CH:7]=[C:6]([Br:14])[C:3]=1[C:4]#[N:5].[C:15]([C:17]1[CH:22]=[CH:21][C:20]([NH:23][S:24]([CH3:27])(=[O:26])=[O:25])=[CH:19][CH:18]=1)#[CH:16].CCN(C(C)C)C(C)C, predict the reaction product. The product is: [Br:14][C:6]1[C:3]([C:4]#[N:5])=[C:2]([C:16]#[C:15][C:17]2[CH:18]=[CH:19][C:20]([NH:23][S:24]([CH3:27])(=[O:25])=[O:26])=[CH:21][CH:22]=2)[CH:9]=[C:8]([C:10]([CH3:13])([CH3:12])[CH3:11])[CH:7]=1.